This data is from Peptide-MHC class II binding affinity with 134,281 pairs from IEDB. The task is: Regression. Given a peptide amino acid sequence and an MHC pseudo amino acid sequence, predict their binding affinity value. This is MHC class II binding data. (1) The peptide sequence is YDKFLANKSTVLTGK. The MHC is DRB1_1101 with pseudo-sequence DRB1_1101. The binding affinity (normalized) is 0.735. (2) The peptide sequence is VSKAPQLVPKLDEVY. The MHC is HLA-DQA10102-DQB10502 with pseudo-sequence HLA-DQA10102-DQB10502. The binding affinity (normalized) is 0.259.